Dataset: Reaction yield outcomes from USPTO patents with 853,638 reactions. Task: Predict the reaction yield, written as a fraction of the theoretical maximum amount of product (1.0 means a 100% yield; for example, 0.34 means a 34% yield). (1) The reactants are [CH2:1]([NH:3][C:4]([C:6]1[C:11]([F:12])=[CH:10][C:9]([N:13]2[CH2:18][CH2:17][N:16](C(OC(C)(C)C)=O)[CH2:15][CH2:14]2)=[C:8]([F:26])[CH:7]=1)=[O:5])[CH3:2].[ClH:27]. The catalyst is O1CCOCC1.C(OCC)C. The product is [ClH:27].[CH2:1]([NH:3][C:4](=[O:5])[C:6]1[CH:7]=[C:8]([F:26])[C:9]([N:13]2[CH2:18][CH2:17][NH:16][CH2:15][CH2:14]2)=[CH:10][C:11]=1[F:12])[CH3:2]. The yield is 0.980. (2) The catalyst is O1CCCC1.O. The reactants are [CH3:1][N:2]([CH3:22])[C:3]([N:5]1[CH2:9][CH:8]2[CH2:10][C:11]([CH2:15][CH:16]3[CH2:21][CH2:20][CH2:19][CH2:18][CH2:17]3)([CH:13]=[O:14])[CH2:12][CH:7]2[CH2:6]1)=[O:4].O.O.P([O-])(O)(O)=[O:26].[Na+].Cl([O-])=O.[Na+].CC(=CC)C. The product is [CH:16]1([CH2:15][C:11]2([C:13]([OH:26])=[O:14])[CH2:12][CH:7]3[CH2:6][N:5]([C:3](=[O:4])[N:2]([CH3:1])[CH3:22])[CH2:9][CH:8]3[CH2:10]2)[CH2:21][CH2:20][CH2:19][CH2:18][CH2:17]1. The yield is 1.00. (3) The yield is 1.00. The reactants are [F:1][C:2]1[CH:20]=[C:19]([N+:21]([O-])=O)[CH:18]=[CH:17][C:3]=1[O:4][CH:5]1[C:10]2=[C:11]([CH:14]([CH3:16])[CH3:15])[CH:12]=[CH:13][N:9]2[N:8]=[CH:7][NH:6]1.[Cl-].[NH4+]. The product is [F:1][C:2]1[CH:20]=[C:19]([NH2:21])[CH:18]=[CH:17][C:3]=1[O:4][CH:5]1[C:10]2=[C:11]([CH:14]([CH3:15])[CH3:16])[CH:12]=[CH:13][N:9]2[N:8]=[CH:7][NH:6]1. The catalyst is [Zn].CO.O1CCCC1. (4) The reactants are [N:1]([CH:4]([C:26]1[CH:31]=[CH:30][CH:29]=[C:28]([C:32]2[N:33]=[N:34][NH:35][N:36]=2)[CH:27]=1)[C:5]1[CH:25]=[CH:24][C:8]([CH2:9][O:10][C:11]2[CH:16]=[CH:15][C:14]([C:17](=[O:19])[CH3:18])=[C:13]([OH:20])[C:12]=2[CH2:21][CH2:22][CH3:23])=[CH:7][CH:6]=1)=[N+]=[N-].C1(P(C2C=CC=CC=2)C2C=CC=CC=2)C=CC=CC=1.O. The catalyst is O1CCCC1. The product is [NH2:1][CH:4]([C:26]1[CH:31]=[CH:30][CH:29]=[C:28]([C:32]2[NH:36][N:35]=[N:34][N:33]=2)[CH:27]=1)[C:5]1[CH:25]=[CH:24][C:8]([CH2:9][O:10][C:11]2[CH:16]=[CH:15][C:14]([C:17](=[O:19])[CH3:18])=[C:13]([OH:20])[C:12]=2[CH2:21][CH2:22][CH3:23])=[CH:7][CH:6]=1. The yield is 0.520. (5) The reactants are C[Si](C)(C)[N-][Si](C)(C)C.[Li+].[F:11][C:12]1([F:23])[CH2:16][CH2:15][CH2:14][CH:13]1[CH2:17][C:18]([O:20][CH2:21][CH3:22])=[O:19].Br[C:25]1[CH:30]=[CH:29][C:28]([Cl:31])=[CH:27][CH:26]=1.C1(P(C2CCCCC2)C2C=CC=CC=2C2C=CC=CC=2N(C)C)CCCCC1. The catalyst is C1(C)C=CC=CC=1.C([O-])(=O)C.[Pd+2].C([O-])(=O)C.O. The product is [Cl:31][C:28]1[CH:29]=[CH:30][C:25]([CH:17]([CH:13]2[CH2:14][CH2:15][CH2:16][C:12]2([F:23])[F:11])[C:18]([O:20][CH2:21][CH3:22])=[O:19])=[CH:26][CH:27]=1. The yield is 0.591. (6) The product is [CH3:46][O:45][C:43](=[O:44])[C:42]1[CH:47]=[CH:48][C:39]([NH:38][C:34]([C@H:16]2[C@H:15]([C:11]3[CH:12]=[CH:13][CH:14]=[C:9]([Cl:8])[C:10]=3[F:37])[C@:19]([C:22]3[CH:27]=[CH:26][C:25]([Cl:28])=[CH:24][N:23]=3)([C:20]#[N:21])[C@H:18]([CH2:29][C:30]([CH3:32])([CH3:31])[CH3:33])[NH:17]2)=[O:36])=[CH:40][CH:41]=1. The yield is 0.160. The catalyst is C(Cl)Cl. The reactants are FC(F)(F)C(O)=O.[Cl:8][C:9]1[C:10]([F:37])=[C:11]([CH:15]2[C:19]([C:22]3[CH:27]=[CH:26][C:25]([Cl:28])=[CH:24][N:23]=3)([C:20]#[N:21])[CH:18]([CH2:29][C:30]([CH3:33])([CH3:32])[CH3:31])[NH:17][CH:16]2[C:34]([OH:36])=O)[CH:12]=[CH:13][CH:14]=1.[NH2:38][C:39]1[CH:48]=[CH:47][C:42]([C:43]([O:45][CH3:46])=[O:44])=[CH:41][CH:40]=1.CN(C(ON1N=NC2C=CC=NC1=2)=[N+](C)C)C.F[P-](F)(F)(F)(F)F.CCN(C(C)C)C(C)C.